From a dataset of Peptide-MHC class II binding affinity with 134,281 pairs from IEDB. Regression. Given a peptide amino acid sequence and an MHC pseudo amino acid sequence, predict their binding affinity value. This is MHC class II binding data. (1) The peptide sequence is EKKYFAATQLEPLAA. The MHC is HLA-DQA10101-DQB10501 with pseudo-sequence HLA-DQA10101-DQB10501. The binding affinity (normalized) is 0.377. (2) The peptide sequence is LVGPTPANIIGRNLLTQIGC. The MHC is DRB1_0701 with pseudo-sequence DRB1_0701. The binding affinity (normalized) is 0.196.